This data is from Forward reaction prediction with 1.9M reactions from USPTO patents (1976-2016). The task is: Predict the product of the given reaction. (1) The product is: [CH2:13](/[N:17]=[CH:4]/[C:3]1[C:2]([F:1])=[CH:9][C:8]([O:10][CH3:11])=[CH:7][C:6]=1[F:12])[CH2:14][CH2:15][CH3:16]. Given the reactants [F:1][C:2]1[CH:9]=[C:8]([O:10][CH3:11])[CH:7]=[C:6]([F:12])[C:3]=1[CH:4]=O.[CH2:13]([NH2:17])[CH2:14][CH2:15][CH3:16].C1(C)C=CC(S(O)(=O)=O)=CC=1, predict the reaction product. (2) Given the reactants [CH3:1][C:2]1[CH:7]=[CH:6][CH:5]=[CH:4][C:3]=1[C:8]1[CH:13]=[CH:12][C:11]([C:14]([N:16]2[C:22]3[CH:23]=[CH:24][CH:25]=[CH:26][C:21]=3[CH2:20][N:19]3[CH:27]=[CH:28][CH:29]=[C:18]3[CH2:17]2)=[O:15])=[CH:10][CH:9]=1.[N:30]1[CH:35]=[CH:34][CH:33]=[C:32]([CH2:36][CH2:37][C:38](Cl)=[O:39])[CH:31]=1, predict the reaction product. The product is: [CH3:1][C:2]1[CH:7]=[CH:6][CH:5]=[CH:4][C:3]=1[C:8]1[CH:9]=[CH:10][C:11]([C:14]([N:16]2[C:22]3[CH:23]=[CH:24][CH:25]=[CH:26][C:21]=3[CH2:20][N:19]3[C:27]([C:38](=[O:39])[CH2:37][CH2:36][C:32]4[CH:31]=[N:30][CH:35]=[CH:34][CH:33]=4)=[CH:28][CH:29]=[C:18]3[CH2:17]2)=[O:15])=[CH:12][CH:13]=1.